From a dataset of NCI-60 drug combinations with 297,098 pairs across 59 cell lines. Regression. Given two drug SMILES strings and cell line genomic features, predict the synergy score measuring deviation from expected non-interaction effect. Synergy scores: CSS=64.3, Synergy_ZIP=6.80, Synergy_Bliss=8.14, Synergy_Loewe=-47.6, Synergy_HSA=5.65. Drug 1: C1CC2CC3=C(CC1C24CN(S(=O)(=O)N4)CC(F)(F)F)C=CC(=C3)C=CCN5CCC(CC5)C(F)(F)F. Drug 2: CN1C(=O)N2C=NC(=C2N=N1)C(=O)N. Cell line: HT29.